Task: Predict which catalyst facilitates the given reaction.. Dataset: Catalyst prediction with 721,799 reactions and 888 catalyst types from USPTO Reactant: C1(C)C=CC=CC=1.COCCO[AlH2-]OCCOC.[Na+].[CH:20]1([NH:26][C:27]2[C:32]([C:33](N(OC)C)=[O:34])=[CH:31][N:30]=[C:29]3[N:39]([CH2:42][CH3:43])[N:40]=[CH:41][C:28]=23)[CH2:25][CH2:24][CH2:23][CH2:22][CH2:21]1.C(O)(=O)CC(CC(O)=O)(C(O)=O)O. Product: [CH:20]1([NH:26][C:27]2[C:32]([CH:33]=[O:34])=[CH:31][N:30]=[C:29]3[N:39]([CH2:42][CH3:43])[N:40]=[CH:41][C:28]=23)[CH2:21][CH2:22][CH2:23][CH2:24][CH2:25]1. The catalyst class is: 6.